Dataset: Forward reaction prediction with 1.9M reactions from USPTO patents (1976-2016). Task: Predict the product of the given reaction. (1) Given the reactants [CH2:1]([N:3]([CH2:9][CH2:10][CH:11]([CH3:13])[CH3:12])[C:4](=[O:8])[O:5][CH2:6]Cl)[CH3:2].[OH:14][C@@H:15]([C@H:17]1[C:37](=[O:38])[N:19]2[C:20]([C:34]([O-:36])=[O:35])=[C:21]([S:24]/[CH:25]=[CH:26]\[C:27]3[S:31][CH:30]=[N:29][C:28]=3[CH2:32][OH:33])[C@H:22]([CH3:23])[C@H:18]12)[CH3:16].[Na+], predict the reaction product. The product is: [OH:14][C@@H:15]([C@H:17]1[C:37](=[O:38])[N:19]2[C:20]([C:34]([O:36][CH2:6][O:5][C:4]([N:3]([CH2:1][CH3:2])[CH2:9][CH2:10][CH:11]([CH3:13])[CH3:12])=[O:8])=[O:35])=[C:21]([S:24]/[CH:25]=[CH:26]\[C:27]3[S:31][CH:30]=[N:29][C:28]=3[CH2:32][OH:33])[C@H:22]([CH3:23])[C@H:18]12)[CH3:16]. (2) Given the reactants [Br:1][C:2]1[C:3]([F:12])=[C:4]2[C:10]([NH2:11])=[CH:9][NH:8][C:5]2=[N:6][CH:7]=1.[O:13]1[CH2:17][CH2:16][CH2:15][C@H:14]1[C:18](O)=[O:19].C(N(CC)CC)C.C1N(P(Cl)(N2C(=O)OCC2)=O)C(=O)OC1.[Li+].[OH-], predict the reaction product. The product is: [Br:1][C:2]1[C:3]([F:12])=[C:4]2[C:10]([NH:11][C:18]([C@@H:14]3[CH2:15][CH2:16][CH2:17][O:13]3)=[O:19])=[CH:9][NH:8][C:5]2=[N:6][CH:7]=1. (3) The product is: [NH2:23][C@@H:18]1[C@H:17]([NH:16][C:11]2[N:10]=[C:9]([C:31]3[S:32][C:33]([CH3:36])=[CH:34][CH:35]=3)[C:8]3[C:7](=[O:37])[NH:6][CH2:14][C:13]=3[C:12]=2[F:15])[CH2:22][CH2:21][O:20][CH2:19]1.[C:44]([OH:50])([C:46]([F:49])([F:48])[F:47])=[O:45]. Given the reactants COC1C=C(OC)C=CC=1C[N:6]1[CH2:14][C:13]2[C:12]([F:15])=[C:11]([NH:16][C@@H:17]3[CH2:22][CH2:21][O:20][CH2:19][C@@H:18]3[NH:23]C(=O)OC(C)(C)C)[N:10]=[C:9]([C:31]3[S:32][C:33]([CH3:36])=[CH:34][CH:35]=3)[C:8]=2[C:7]1=[O:37].[C:44]([OH:50])([C:46]([F:49])([F:48])[F:47])=[O:45], predict the reaction product. (4) Given the reactants C(O[C:6](=[O:30])[NH:7][CH2:8][CH:9]1[O:13][C:12](=[O:14])[N:11]([C:15]2[CH:20]=[C:19]([F:21])[C:18]([N:22]3[CH:27]=[CH:26][C:25](=[O:28])[CH2:24][CH2:23]3)=[C:17]([F:29])[CH:16]=2)[CH2:10]1)(C)(C)C.[F:31][CH:32]([F:38])C(OCC)=O, predict the reaction product. The product is: [F:21][C:19]1[CH:20]=[C:15]([N:11]2[CH2:10][CH:9]([CH2:8][NH:7][C:6](=[O:30])[CH:32]([F:38])[F:31])[O:13][C:12]2=[O:14])[CH:16]=[C:17]([F:29])[C:18]=1[N:22]1[CH:27]=[CH:26][C:25](=[O:28])[CH2:24][CH2:23]1. (5) Given the reactants [OH:1][NH:2][C:3]([C:5]1([S:15]([C:18]2[CH:23]=[CH:22][C:21]([O:24][C:25]3[CH:30]=[CH:29][C:28]([O:31][C:32]([F:35])([F:34])[F:33])=[CH:27][CH:26]=3)=[CH:20][CH:19]=2)(=[O:17])=[O:16])[CH2:10][CH2:9][N:8]([CH2:11][CH2:12][O:13][CH3:14])[CH2:7][CH2:6]1)=[O:4].[C:36]([OH:48])(=[O:47])[CH2:37][C:38]([CH2:43][C:44]([OH:46])=[O:45])([C:40]([OH:42])=[O:41])[OH:39], predict the reaction product. The product is: [OH:39][C:38]([C:40]([OH:42])=[O:41])([CH2:43][C:44]([OH:46])=[O:45])[CH2:37][C:36]([OH:48])=[O:47].[OH:1][NH:2][C:3]([C:5]1([S:15]([C:18]2[CH:23]=[CH:22][C:21]([O:24][C:25]3[CH:26]=[CH:27][C:28]([O:31][C:32]([F:35])([F:33])[F:34])=[CH:29][CH:30]=3)=[CH:20][CH:19]=2)(=[O:17])=[O:16])[CH2:6][CH2:7][N:8]([CH2:11][CH2:12][O:13][CH3:14])[CH2:9][CH2:10]1)=[O:4]. (6) Given the reactants [Br:1][C:2]1[CH:11]=[CH:10][CH:9]=[C:8]2[C:3]=1[CH2:4][C@H:5]([CH2:12][O:13][Si:14]([C:17]([CH3:20])([CH3:19])[CH3:18])([CH3:16])[CH3:15])[N:6]=[CH:7]2.[CH3:21][Mg]Cl, predict the reaction product. The product is: [Br:1][C:2]1[CH:11]=[CH:10][CH:9]=[C:8]2[C:3]=1[CH2:4][C@H:5]([CH2:12][O:13][Si:14]([C:17]([CH3:20])([CH3:19])[CH3:18])([CH3:15])[CH3:16])[NH:6][C@H:7]2[CH3:21]. (7) The product is: [OH:15][C:16]1([C:7]2[CH:12]=[CH:11][C:10]([O:13][CH3:14])=[CH:9][CH:8]=2)[CH2:17][CH2:18][N:19]([C:22]([O:24][C:25]([CH3:28])([CH3:27])[CH3:26])=[O:23])[CH2:20][CH2:21]1. Given the reactants C([Li])CCC.Br[C:7]1[CH:12]=[CH:11][C:10]([O:13][CH3:14])=[CH:9][CH:8]=1.[O:15]=[C:16]1[CH2:21][CH2:20][N:19]([C:22]([O:24][C:25]([CH3:28])([CH3:27])[CH3:26])=[O:23])[CH2:18][CH2:17]1, predict the reaction product.